From a dataset of Forward reaction prediction with 1.9M reactions from USPTO patents (1976-2016). Predict the product of the given reaction. (1) Given the reactants [N:1]1([C:6]2[CH2:11][CH2:10][C:9]([CH3:13])([CH3:12])[C@H:8]([N:14]([CH3:27])[C:15]3[CH:22]=[CH:21][C:18]([C:19]#[N:20])=[C:17]([C:23]([F:26])([F:25])[F:24])[CH:16]=3)[CH:7]=2)[CH:5]=[CH:4][N:3]=[CH:2]1.[Se](=O)=[O:29].[N+]1([O-])C=CC=CC=1, predict the reaction product. The product is: [OH:29][C@H:11]1[CH2:10][C:9]([CH3:13])([CH3:12])[C@H:8]([N:14]([CH3:27])[C:15]2[CH:22]=[CH:21][C:18]([C:19]#[N:20])=[C:17]([C:23]([F:24])([F:25])[F:26])[CH:16]=2)[CH:7]=[C:6]1[N:1]1[CH:5]=[CH:4][N:3]=[CH:2]1. (2) Given the reactants [Br:1][C:2]1[CH:7]=[CH:6][C:5]([S:8]([N:11]2[CH2:16][CH2:15][C:14]([CH2:18][NH:19][CH3:20])([OH:17])[CH2:13][CH2:12]2)(=[O:10])=[O:9])=[CH:4][CH:3]=1.C(N(CC)CC)C.[Cl:28][CH2:29][C:30](Cl)=[O:31], predict the reaction product. The product is: [Br:1][C:2]1[CH:7]=[CH:6][C:5]([S:8]([N:11]2[CH2:12][CH2:13][C:14]([CH2:18][N:19]([CH3:20])[C:30](=[O:31])[CH2:29][Cl:28])([OH:17])[CH2:15][CH2:16]2)(=[O:9])=[O:10])=[CH:4][CH:3]=1. (3) Given the reactants [N+:1]([C:4]1[CH:9]=[CH:8][C:7]([CH2:10][CH2:11][C:12]2[O:13][C:14]([C:17]3[CH:26]=[CH:25][C:24]4[C:23]([CH3:28])([CH3:27])[CH2:22][CH2:21][C:20]([CH3:30])([CH3:29])[C:19]=4[CH:18]=3)=[N:15][N:16]=2)=[CH:6][CH:5]=1)([O-])=O, predict the reaction product. The product is: [CH3:27][C:23]1([CH3:28])[CH2:22][CH2:21][C:20]([CH3:29])([CH3:30])[C:19]2[CH:18]=[C:17]([C:14]3[O:13][C:12]([CH2:11][CH2:10][C:7]4[CH:6]=[CH:5][C:4]([NH2:1])=[CH:9][CH:8]=4)=[N:16][N:15]=3)[CH:26]=[CH:25][C:24]1=2. (4) Given the reactants [H-].[Na+].[CH2:3]([O:10][C:11]([NH:13][CH:14](P(OCC)(OCC)=O)[C:15]([O:17][CH3:18])=[O:16])=[O:12])[C:4]1[CH:9]=[CH:8][CH:7]=[CH:6][CH:5]=1.[CH:27]([C:29]1[C:34]([NH:35][C:36](=[O:42])[O:37][C:38]([CH3:41])([CH3:40])[CH3:39])=[CH:33][CH:32]=[C:31]([C:43]2[CH:48]=[CH:47][CH:46]=[CH:45][CH:44]=2)[N:30]=1)=O, predict the reaction product. The product is: [CH2:3]([O:10][C:11]([NH:13]/[C:14](=[CH:27]\[C:29]1[C:34]([NH:35][C:36]([O:37][C:38]([CH3:41])([CH3:39])[CH3:40])=[O:42])=[CH:33][CH:32]=[C:31]([C:43]2[CH:48]=[CH:47][CH:46]=[CH:45][CH:44]=2)[N:30]=1)/[C:15]([O:17][CH3:18])=[O:16])=[O:12])[C:4]1[CH:5]=[CH:6][CH:7]=[CH:8][CH:9]=1. (5) Given the reactants C(O)(C(F)(F)F)=O.[F:8][C:9]1[CH:10]=[C:11]([NH:32]C(=O)OC(C)(C)C)[CH:12]=[CH:13][C:14]=1[O:15][C:16]1[CH:21]=[CH:20][N:19]=[C:18]2[CH:22]=[C:23]([C:25]3[CH2:26][CH2:27][N:28]([CH3:31])[CH2:29][CH:30]=3)[S:24][C:17]=12, predict the reaction product. The product is: [F:8][C:9]1[CH:10]=[C:11]([CH:12]=[CH:13][C:14]=1[O:15][C:16]1[CH:21]=[CH:20][N:19]=[C:18]2[CH:22]=[C:23]([C:25]3[CH2:26][CH2:27][N:28]([CH3:31])[CH2:29][CH:30]=3)[S:24][C:17]=12)[NH2:32]. (6) Given the reactants [NH2:1][C:2]1[CH:11]=[CH:10][C:5]([C:6]([O:8][CH3:9])=[O:7])=[CH:4][CH:3]=1.O=[C:13]1[CH2:18][CH2:17][N:16]([C@H:19]([CH3:23])[CH2:20][C:21]#[N:22])[CH2:15][CH2:14]1, predict the reaction product. The product is: [CH3:9][O:8][C:6](=[O:7])[C:5]1[CH:4]=[CH:3][C:2]([NH:1][CH:13]2[CH2:18][CH2:17][N:16]([C@H:19]([CH3:23])[CH2:20][CH2:21][NH2:22])[CH2:15][CH2:14]2)=[CH:11][CH:10]=1. (7) Given the reactants Br[C:2]1[CH:3]=[C:4]2[C:8](=[CH:9][CH:10]=1)[C:7](=[O:11])[N:6]([C@@H:12]([CH2:25][CH:26]1[CH2:31][CH2:30][CH2:29][CH2:28][CH2:27]1)[CH2:13][N:14]1[C:22](=[O:23])[C:21]3[C:16](=[CH:17][CH:18]=[CH:19][CH:20]=3)[C:15]1=[O:24])[CH2:5]2.[CH3:32][N:33]1[C:37](B2OC(C)(C)C(C)(C)O2)=[CH:36][CH:35]=[N:34]1.C(N(CC)C(C)C)(C)C.O1CCOCC1.O, predict the reaction product. The product is: [CH:26]1([CH2:25][C@H:12]([N:6]2[CH2:5][C:4]3[C:8](=[CH:9][CH:10]=[C:2]([C:37]4[N:33]([CH3:32])[N:34]=[CH:35][CH:36]=4)[CH:3]=3)[C:7]2=[O:11])[CH2:13][N:14]2[C:15](=[O:24])[C:16]3[C:21](=[CH:20][CH:19]=[CH:18][CH:17]=3)[C:22]2=[O:23])[CH2:31][CH2:30][CH2:29][CH2:28][CH2:27]1. (8) Given the reactants [OH:1][CH2:2][CH2:3][NH:4][S:5]([C:8]1[CH:13]=[CH:12][C:11]([N:14]2[CH2:19][CH2:18][C:17](=O)[CH2:16][CH2:15]2)=[CH:10][CH:9]=1)(=[O:7])=[O:6].[NH2:21][CH2:22][C@@H:23]([C:25]1[CH:26]=[CH:27][C:28]([OH:36])=[C:29]([NH:31][S:32]([CH3:35])(=[O:34])=[O:33])[CH:30]=1)[OH:24], predict the reaction product. The product is: [OH:1][CH2:2][CH2:3][NH:4][S:5]([C:8]1[CH:13]=[CH:12][C:11]([N:14]2[CH2:19][CH2:18][CH:17]([NH:21][CH2:22][C@H:23]([OH:24])[C:25]3[CH:26]=[CH:27][C:28]([OH:36])=[C:29]([NH:31][S:32]([CH3:35])(=[O:34])=[O:33])[CH:30]=3)[CH2:16][CH2:15]2)=[CH:10][CH:9]=1)(=[O:7])=[O:6].